From a dataset of Reaction yield outcomes from USPTO patents with 853,638 reactions. Predict the reaction yield, written as a fraction of the theoretical maximum amount of product (1.0 means a 100% yield; for example, 0.34 means a 34% yield). (1) The reactants are [OH:1][C:2]1[CH:7]=[CH:6][C:5]([C:8]2[CH:17]=[C:16]3[C:11]([C:12]([C:18]([O:20][CH3:21])=[O:19])=[CH:13][CH:14]=[N:15]3)=[CH:10][CH:9]=2)=[CH:4][CH:3]=1.Cl[CH2:23][C:24]1[C:25]([C:32]2[C:37]([Cl:38])=[CH:36][CH:35]=[CH:34][C:33]=2[Cl:39])=[N:26][O:27][C:28]=1[CH:29]([CH3:31])[CH3:30].C([O-])([O-])=O.[K+].[K+].CCOC(C)=O. The catalyst is CN(C=O)C. The product is [Cl:38][C:37]1[CH:36]=[CH:35][CH:34]=[C:33]([Cl:39])[C:32]=1[C:25]1[C:24]([CH2:23][O:1][C:2]2[CH:3]=[CH:4][C:5]([C:8]3[CH:17]=[C:16]4[C:11]([C:12]([C:18]([O:20][CH3:21])=[O:19])=[CH:13][CH:14]=[N:15]4)=[CH:10][CH:9]=3)=[CH:6][CH:7]=2)=[C:28]([CH:29]([CH3:31])[CH3:30])[O:27][N:26]=1. The yield is 0.560. (2) The yield is 0.720. The catalyst is C1COCC1.C(OCC)(=O)C. The reactants are [Cl:1][C:2]1[CH:21]=[C:20]([Cl:22])[CH:19]=[CH:18][C:3]=1[CH2:4][N:5]([CH:12]1[CH2:17][CH2:16][NH:15][CH2:14][CH2:13]1)[C:6]([C:8]1([F:11])[CH2:10][CH2:9]1)=O.B.CSC.Cl. The product is [Cl:1][C:2]1[CH:21]=[C:20]([Cl:22])[CH:19]=[CH:18][C:3]=1[CH2:4][N:5]([CH2:6][C:8]1([F:11])[CH2:9][CH2:10]1)[CH:12]1[CH2:13][CH2:14][NH:15][CH2:16][CH2:17]1.